Dataset: Full USPTO retrosynthesis dataset with 1.9M reactions from patents (1976-2016). Task: Predict the reactants needed to synthesize the given product. (1) Given the product [CH2:23]([N:8]([CH2:1][C:2]1[CH:3]=[CH:4][CH:5]=[CH:6][CH:7]=1)[N:9]1[C:18](=[O:19])[C:17]2[C:12](=[CH:13][C:14]([F:21])=[C:15]([F:20])[CH:16]=2)[N:11]([CH2:33][CH:34]2[CH2:36][CH2:35]2)[C:10]1=[O:22])[C:24]1[CH:29]=[CH:28][CH:27]=[CH:26][CH:25]=1, predict the reactants needed to synthesize it. The reactants are: [CH2:1]([N:8]([CH2:23][C:24]1[CH:29]=[CH:28][CH:27]=[CH:26][CH:25]=1)[N:9]1[C:18](=[O:19])[C:17]2[C:12](=[CH:13][C:14]([F:21])=[C:15]([F:20])[CH:16]=2)[NH:11][C:10]1=[O:22])[C:2]1[CH:7]=[CH:6][CH:5]=[CH:4][CH:3]=1.[H-].[Na+].Br[CH2:33][CH:34]1[CH2:36][CH2:35]1. (2) Given the product [CH:1]1[C:9]2[C:8]3[CH:10]=[CH:11][CH:12]=[CH:13][C:7]=3[O:6][C:5]=2[C:4]([C:14]2[O:15][C:20]([SH:21])=[N:17][N:16]=2)=[CH:3][CH:2]=1, predict the reactants needed to synthesize it. The reactants are: [CH:1]1[C:9]2[C:8]3[CH:10]=[CH:11][CH:12]=[CH:13][C:7]=3[O:6][C:5]=2[C:4]([C:14]([NH:16][NH2:17])=[O:15])=[CH:3][CH:2]=1.[OH-].[K+].[C:20](=S)=[S:21].Cl.